Task: Predict the product of the given reaction.. Dataset: Forward reaction prediction with 1.9M reactions from USPTO patents (1976-2016) (1) Given the reactants [CH3:1][C:2]([CH3:39])([CH3:38])/[CH:3]=[CH:4]/[C@H:5]1[O:10]C(C)(C)[O:8][C@@H:7]([C@@H:13]([O:35][CH3:36])[C:14]([NH:16][CH:17]2[CH2:23][N:22]([C:24]([O:26][CH2:27][C:28]3[CH:33]=[CH:32][CH:31]=[CH:30][CH:29]=3)=[O:25])[CH2:21][CH2:20][NH:19][C:18]2=[O:34])=[O:15])[C@H:6]1[OH:37].Cl.[OH-].[Na+], predict the reaction product. The product is: [O:34]=[C:18]1[CH:17]([NH:16][C:14](=[O:15])[C@H:13]([O:35][CH3:36])[C@H:7]([OH:8])[C@@H:6]([OH:37])[C@H:5]([OH:10])/[CH:4]=[CH:3]/[C:2]([CH3:39])([CH3:1])[CH3:38])[CH2:23][N:22]([C:24]([O:26][CH2:27][C:28]2[CH:33]=[CH:32][CH:31]=[CH:30][CH:29]=2)=[O:25])[CH2:21][CH2:20][NH:19]1. (2) Given the reactants [Br:1][C:2]1[CH:27]=[CH:26][C:5]([O:6][C:7]2[CH:12]=[CH:11][CH:10]=[CH:9][C:8]=2[NH:13][S:14]([C:17]2[CH:25]=[CH:24][C:20]([C:21]([OH:23])=O)=[CH:19][CH:18]=2)(=[O:16])=[O:15])=[C:4]([Cl:28])[CH:3]=1.Cl.Cl.[NH:31]1[CH2:35][CH2:34][N:33]=[C:32]1[C:36]1[CH:41]=[CH:40][C:39]([CH2:42][CH2:43][NH2:44])=[CH:38][CH:37]=1, predict the reaction product. The product is: [Br:1][C:2]1[CH:27]=[CH:26][C:5]([O:6][C:7]2[CH:12]=[CH:11][CH:10]=[CH:9][C:8]=2[NH:13][S:14]([C:17]2[CH:25]=[CH:24][C:20]([C:21]([NH:44][CH2:43][CH2:42][C:39]3[CH:40]=[CH:41][C:36]([C:32]4[NH:33][CH2:34][CH2:35][N:31]=4)=[CH:37][CH:38]=3)=[O:23])=[CH:19][CH:18]=2)(=[O:15])=[O:16])=[C:4]([Cl:28])[CH:3]=1. (3) Given the reactants Br[C:2]1[CH:7]=[CH:6][C:5]([CH2:8][C:9]([O:11][CH3:12])=[O:10])=[C:4]([CH3:13])[CH:3]=1.[CH3:14][C:15]1([CH3:31])[C:19]([CH3:21])([CH3:20])[O:18][B:17]([B:17]2[O:18][C:19]([CH3:21])([CH3:20])[C:15]([CH3:31])([CH3:14])[O:16]2)[O:16]1.CC([O-])=O.[K+], predict the reaction product. The product is: [CH3:13][C:4]1[CH:3]=[C:2]([B:17]2[O:18][C:19]([CH3:21])([CH3:20])[C:15]([CH3:31])([CH3:14])[O:16]2)[CH:7]=[CH:6][C:5]=1[CH2:8][C:9]([O:11][CH3:12])=[O:10]. (4) Given the reactants FC(F)(F)C(O)=O.[CH2:8]([N:15]1[C:19]2([CH2:24][CH2:23][N:22](C(OCCCC)=O)[CH2:21][CH2:20]2)[NH:18][CH:17]([CH2:32][CH2:33][S:34][CH3:35])[C:16]1=[O:36])[C:9]1[CH:14]=[CH:13][CH:12]=[CH:11][CH:10]=1.C([O-])(O)=O.[Na+], predict the reaction product. The product is: [CH2:8]([N:15]1[C:19]2([CH2:20][CH2:21][NH:22][CH2:23][CH2:24]2)[NH:18][CH:17]([CH2:32][CH2:33][S:34][CH3:35])[C:16]1=[O:36])[C:9]1[CH:10]=[CH:11][CH:12]=[CH:13][CH:14]=1.